Dataset: Peptide-MHC class II binding affinity with 134,281 pairs from IEDB. Task: Regression. Given a peptide amino acid sequence and an MHC pseudo amino acid sequence, predict their binding affinity value. This is MHC class II binding data. (1) The peptide sequence is AAGDGNIVAVDIKPK. The MHC is HLA-DQA10101-DQB10501 with pseudo-sequence HLA-DQA10101-DQB10501. The binding affinity (normalized) is 0. (2) The peptide sequence is EKKYFAFTQFEPLAA. The MHC is HLA-DPA10301-DPB10402 with pseudo-sequence HLA-DPA10301-DPB10402. The binding affinity (normalized) is 1.00. (3) The peptide sequence is PRRWLRFCNPELSEI. The MHC is DRB4_0101 with pseudo-sequence DRB4_0103. The binding affinity (normalized) is 0.506. (4) The peptide sequence is QFEEIRNLALQTLPAMCNVY. The MHC is DRB1_0701 with pseudo-sequence DRB1_0701. The binding affinity (normalized) is 0.410.